Dataset: Full USPTO retrosynthesis dataset with 1.9M reactions from patents (1976-2016). Task: Predict the reactants needed to synthesize the given product. (1) Given the product [C:1]([NH:4][C:5]1[CH:6]=[CH:7][C:8]([S:25][C:26]2[CH:34]=[CH:33][CH:32]=[CH:31][C:27]=2[C:28]([OH:30])=[O:29])=[C:9]([CH:13]=1)[C:10]([OH:12])=[O:11])(=[O:3])[CH3:2], predict the reactants needed to synthesize it. The reactants are: [C:1]([NH:4][C:5]1[CH:6]=[CH:7][C:8](Br)=[C:9]([CH:13]=1)[C:10]([OH:12])=[O:11])(=[O:3])[CH3:2].BrC1C=CC=CC=1C(O)=O.[SH:25][C:26]1[CH:34]=[CH:33][CH:32]=[CH:31][C:27]=1[C:28]([OH:30])=[O:29]. (2) Given the product [CH3:16][O:15][C@H:13]([CH3:14])[C@H:9]([NH:8][C:6](=[O:7])[O:5][C:1]([CH3:2])([CH3:3])[CH3:4])[C:10](=[O:12])[N:25]1[CH2:26][CH2:31][CH2:30][CH2:29]1, predict the reactants needed to synthesize it. The reactants are: [C:1]([O:5][C:6]([NH:8][C@@H:9]([C@H:13]([O:15][CH3:16])[CH3:14])[C:10]([OH:12])=O)=[O:7])([CH3:4])([CH3:3])[CH3:2].CN(C(O[N:25]1N=NC2C=[CH:29][CH:30]=[CH:31][C:26]1=2)=[N+](C)C)C.[B-](F)(F)(F)F.N1CCCC1. (3) Given the product [NH2:30][C@@H:25]1[CH2:24][N:23]([C:21]2[CH:20]=[CH:19][CH:18]=[C:17]([N:16]3[C:10]4[CH:9]=[C:8]([C:6]5[CH:5]=[N:4][CH:3]=[C:2]([CH3:1])[N:7]=5)[N:13]=[CH:12][C:11]=4[CH:14]=[N:15]3)[N:22]=2)[C:28](=[O:29])[CH2:27][CH2:26]1, predict the reactants needed to synthesize it. The reactants are: [CH3:1][C:2]1[N:7]=[C:6]([C:8]2[N:13]=[CH:12][C:11]3[CH:14]=[N:15][N:16]([C:17]4[N:22]=[C:21]([N:23]5[C:28](=[O:29])[CH2:27][CH2:26][C@H:25]([NH:30]C(=O)OC(C)(C)C)[CH2:24]5)[CH:20]=[CH:19][CH:18]=4)[C:10]=3[CH:9]=2)[CH:5]=[N:4][CH:3]=1.O1CCOCC1. (4) Given the product [Cl:1][C:2]1[CH:7]=[CH:6][C:5]([C:8]2[N:17]=[C:16]([C:18]([O:20][CH2:21][CH3:22])=[O:19])[S:10][N:9]=2)=[C:4]([O:14][CH3:15])[CH:3]=1, predict the reactants needed to synthesize it. The reactants are: [Cl:1][C:2]1[CH:7]=[CH:6][C:5]([C:8]2OC(=O)[S:10][N:9]=2)=[C:4]([O:14][CH3:15])[CH:3]=1.[C:16]([C:18]([O:20][CH2:21][CH3:22])=[O:19])#[N:17]. (5) Given the product [C:17]([O:20][CH2:21][C:22]1[C:23]([N:37]2[CH2:49][CH2:48][N:40]3[C:41]4[CH2:42][CH2:43][CH2:44][CH2:45][C:46]=4[CH:47]=[C:39]3[C:38]2=[O:50])=[N:24][CH:25]=[CH:26][C:27]=1[C:2]1[CH:3]=[C:4]([NH:10][C:11]2[CH:16]=[CH:15][N:14]=[CH:13][N:12]=2)[C:5](=[O:9])[N:6]([CH3:8])[CH:7]=1)(=[O:19])[CH3:18], predict the reactants needed to synthesize it. The reactants are: Br[C:2]1[CH:3]=[C:4]([NH:10][C:11]2[CH:16]=[CH:15][N:14]=[CH:13][N:12]=2)[C:5](=[O:9])[N:6]([CH3:8])[CH:7]=1.[C:17]([O:20][CH2:21][C:22]1[C:23]([N:37]2[CH2:49][CH2:48][N:40]3[C:41]4[CH2:42][CH2:43][CH2:44][CH2:45][C:46]=4[CH:47]=[C:39]3[C:38]2=[O:50])=[N:24][CH:25]=[CH:26][C:27]=1B1OC(C)(C)C(C)(C)O1)(=[O:19])[CH3:18].CC([O-])=O.[Na+].C(#N)C. (6) Given the product [Br:21][C:20]1[CH:19]=[C:18]([C:22]2[C:34]3[C:33]([CH3:35])=[C:32]([CH3:36])[S:31][C:30]=3[C:29]([Br:37])=[C:28]3[C:23]=2[CH:24]=[CH:25][CH:26]=[CH:27]3)[CH:17]=[C:16]([Br:38])[C:15]=1[O:14][C@H:6]([CH2:7][C:8]1[CH:9]=[CH:10][CH:11]=[CH:12][CH:13]=1)[C:5]([OH:39])=[O:4], predict the reactants needed to synthesize it. The reactants are: [OH-].[K+].C[O:4][C:5](=[O:39])[C@H:6]([O:14][C:15]1[C:20]([Br:21])=[CH:19][C:18]([C:22]2[C:34]3[C:33]([CH3:35])=[C:32]([CH3:36])[S:31][C:30]=3[C:29]([Br:37])=[C:28]3[C:23]=2[CH:24]=[CH:25][CH:26]=[CH:27]3)=[CH:17][C:16]=1[Br:38])[CH2:7][C:8]1[CH:13]=[CH:12][CH:11]=[CH:10][CH:9]=1.CO.